Dataset: Forward reaction prediction with 1.9M reactions from USPTO patents (1976-2016). Task: Predict the product of the given reaction. (1) Given the reactants [C:1]([O:5][C:6]([NH:8][C@H:9]([C:13]([OH:15])=O)[CH2:10][CH2:11][CH3:12])=[O:7])([CH3:4])([CH3:3])[CH3:2].Cl.[CH2:17]([O:19][C:20](=[O:26])[C@H:21]([C@@H:23]([CH3:25])[OH:24])[NH2:22])C, predict the reaction product. The product is: [C:1]([O:5][C:6]([NH:8][C@H:9]([C:13]([NH:22][C@H:21]([C:20]([O:19][CH3:17])=[O:26])[C@@H:23]([CH3:25])[OH:24])=[O:15])[CH2:10][CH2:11][CH3:12])=[O:7])([CH3:2])([CH3:3])[CH3:4]. (2) Given the reactants Cl[C:2]1[N:7]=[C:6]([NH:8][C:9]2[CH:13]=[C:12]([O:14][CH2:15][CH3:16])[NH:11][N:10]=2)[C:5]([N+:17]([O-:19])=[O:18])=[CH:4][CH:3]=1.Cl.[NH2:21][C@H:22]([C:25]1[CH:30]=[CH:29][C:28]([F:31])=[CH:27][N:26]=1)[CH2:23][OH:24].C(N(C(C)C)CC)(C)C, predict the reaction product. The product is: [CH2:15]([O:14][C:12]1[NH:11][N:10]=[C:9]([NH:8][C:6]2[N:7]=[C:2]([NH:21][C@H:22]([C:25]3[CH:30]=[CH:29][C:28]([F:31])=[CH:27][N:26]=3)[CH2:23][OH:24])[CH:3]=[CH:4][C:5]=2[N+:17]([O-:19])=[O:18])[CH:13]=1)[CH3:16]. (3) Given the reactants [NH2:1][C:2]1[C:7]([C:8](=[O:10])[NH2:9])=[CH:6][CH:5]=[CH:4][C:3]=1[NH:11][C:12]([C:14]1[CH:33]=[CH:32][C:17]([CH2:18][CH:19]2[CH2:24][CH2:23][N:22](C(OC(C)(C)C)=O)[CH2:21][CH2:20]2)=[CH:16][CH:15]=1)=O, predict the reaction product. The product is: [NH:22]1[CH2:21][CH2:20][CH:19]([CH2:18][C:17]2[CH:16]=[CH:15][C:14]([C:12]3[NH:11][C:3]4[CH:4]=[CH:5][CH:6]=[C:7]([C:8]([NH2:9])=[O:10])[C:2]=4[N:1]=3)=[CH:33][CH:32]=2)[CH2:24][CH2:23]1. (4) Given the reactants [C:1]([O:4][C:5]1[CH:10]=[C:9]([N+:11]([O-:13])=[O:12])[CH:8]=[CH:7][C:6]=1[CH2:14]Br)(=[O:3])[CH3:2].[C:16]1(=[O:26])[NH:20][C:19](=[O:21])[C:18]2=[CH:22][CH:23]=[CH:24][CH:25]=[C:17]12.[K].C1OCCOCCOCCOCCOCCOC1, predict the reaction product. The product is: [C:1]([O:4][C:5]1[CH:10]=[C:9]([N+:11]([O-:13])=[O:12])[CH:8]=[CH:7][C:6]=1[CH2:14][N:20]1[C:19](=[O:21])[C:18]2=[CH:22][CH:23]=[CH:24][CH:25]=[C:17]2[C:16]1=[O:26])(=[O:3])[CH3:2]. (5) Given the reactants C(OC([N:8]1[CH2:12][CH2:11][CH2:10][C@@H:9]1[CH2:13][O:14][C:15]1[CH:20]=[CH:19][C:18]([CH2:21][C:22]2[S:23][C:24]3[CH:30]=[CH:29][CH:28]=[CH:27][C:25]=3[N:26]=2)=[CH:17][CH:16]=1)=O)(C)(C)C.[ClH:31].CCOCC, predict the reaction product. The product is: [ClH:31].[NH:8]1[CH2:12][CH2:11][CH2:10][C@@H:9]1[CH2:13][O:14][C:15]1[CH:20]=[CH:19][C:18]([CH2:21][C:22]2[S:23][C:24]3[CH:30]=[CH:29][CH:28]=[CH:27][C:25]=3[N:26]=2)=[CH:17][CH:16]=1. (6) Given the reactants [CH3:1][O:2][C:3]1[CH:4]=[C:5]([CH:9]=[CH:10][C:11]=1[NH:12][C:13]1[N:14]=[CH:15][C:16]2[N:22]([CH3:23])[C:21](=[O:24])[CH2:20][CH2:19][N:18]([CH2:25][CH2:26][O:27][CH3:28])[C:17]=2[N:29]=1)[C:6]([OH:8])=O.F[P-](F)(F)(F)(F)F.CN(C(N(C)C)=[N+]1C2C(=NC=CC=2)[N+]([O-])=N1)C.C(N(C(C)C)C(C)C)C.[NH2:63][CH:64]1[CH2:69][CH2:68][N:67]([CH3:70])[CH2:66][CH2:65]1, predict the reaction product. The product is: [CH3:1][O:2][C:3]1[CH:4]=[C:5]([CH:9]=[CH:10][C:11]=1[NH:12][C:13]1[N:14]=[CH:15][C:16]2[N:22]([CH3:23])[C:21](=[O:24])[CH2:20][CH2:19][N:18]([CH2:25][CH2:26][O:27][CH3:28])[C:17]=2[N:29]=1)[C:6]([NH:63][CH:64]1[CH2:69][CH2:68][N:67]([CH3:70])[CH2:66][CH2:65]1)=[O:8].